This data is from Catalyst prediction with 721,799 reactions and 888 catalyst types from USPTO. The task is: Predict which catalyst facilitates the given reaction. (1) Reactant: [CH2:1]([N:3]1[CH2:8][C:7]([CH3:10])([CH3:9])[O:6][C:5](=[O:11])[CH:4]1[CH2:12][C:13]([OH:15])=O)[CH3:2].C(N(C(C)C)CC)(C)C.CN(C(ON1N=NC2C=CC=NC1=2)=[N+](C)C)C.F[P-](F)(F)(F)(F)F.[Cl:49][C:50]1[CH:57]=[CH:56][CH:55]=[CH:54][C:51]=1[CH2:52][NH2:53]. Product: [Cl:49][C:50]1[CH:57]=[CH:56][CH:55]=[CH:54][C:51]=1[CH2:52][NH:53][C:13](=[O:15])[CH2:12][CH:4]1[C:5](=[O:11])[O:6][C:7]([CH3:9])([CH3:10])[CH2:8][N:3]1[CH2:1][CH3:2]. The catalyst class is: 3. (2) Product: [N:30]([C@@H:11]1[CH2:10][CH2:9][CH2:8][C:7]2[CH:6]=[C:5]([C:3]([O:2][CH3:1])=[O:4])[CH:14]=[CH:13][C:12]1=2)=[N+:31]=[N-:32]. Reactant: [CH3:1][O:2][C:3]([C:5]1[CH:14]=[CH:13][C:12]2[C@@H:11](O)[CH2:10][CH2:9][CH2:8][C:7]=2[CH:6]=1)=[O:4].C1C=CC(P([N:30]=[N+:31]=[N-:32])(C2C=CC=CC=2)=O)=CC=1.C1CCN2C(=NCCC2)CC1. The catalyst class is: 11. (3) Reactant: [Cl:1][C:2]1[CH:3]=[C:4]([N:22]2[C:27](=[O:28])[NH:26][C:25](=[O:29])[C:24]([C:30]#[N:31])=[N:23]2)[CH:5]=[C:6]([Cl:21])[C:7]=1[O:8][C:9]1[CH:14]=[C:13]([CH:15]([CH3:17])[CH3:16])[C:12](=[O:18])[N:11]([CH2:19][OH:20])[N:10]=1.[C:32]1(=[O:38])[O:37][C:35](=[O:36])[CH2:34][CH2:33]1.C(N(CC)C(C)C)(C)C.[Cl-].[NH4+]. Product: [Cl:21][C:6]1[CH:5]=[C:4]([N:22]2[C:27](=[O:28])[NH:26][C:25](=[O:29])[C:24]([C:30]#[N:31])=[N:23]2)[CH:3]=[C:2]([Cl:1])[C:7]=1[O:8][C:9]1[CH:14]=[C:13]([CH:15]([CH3:17])[CH3:16])[C:12](=[O:18])[N:11]([CH2:19][O:20][C:32](=[O:38])[CH2:33][CH2:34][C:35]([OH:37])=[O:36])[N:10]=1. The catalyst class is: 2. (4) Reactant: [C:1]([NH:4][NH2:5])(=O)[CH3:2].[O:6]1[CH2:11][CH2:10][N:9]([CH2:12][CH2:13][N:14]=[C:15]=[S:16])[CH2:8][CH2:7]1. Product: [CH3:2][C:1]1[N:14]([CH2:13][CH2:12][N:9]2[CH2:8][CH2:7][O:6][CH2:11][CH2:10]2)[C:15]([SH:16])=[N:5][N:4]=1. The catalyst class is: 8. (5) Reactant: [Br:1][C:2]1[CH:7]=[CH:6][C:5]([O:8][CH2:9][CH3:10])=[CH:4][C:3]=1[CH2:11][C:12]([OH:14])=O.C1N=CN(C(N2C=NC=C2)=O)C=1.Cl.[CH3:28][NH:29][O:30][CH3:31].CCN(CC)CC. Product: [Br:1][C:2]1[CH:7]=[CH:6][C:5]([O:8][CH2:9][CH3:10])=[CH:4][C:3]=1[CH2:11][C:12]([N:29]([O:30][CH3:31])[CH3:28])=[O:14]. The catalyst class is: 2. (6) Reactant: [CH2:1]([NH:3][C:4]1[S:5][C@H:6]2[O:12][C@H:11]([C:13]([OH:15])=[O:14])[C@@H:10]([OH:16])[C@H:9]([OH:17])[C@H:7]2[N:8]=1)[CH3:2].[C:18](=O)([O-])[O-].[K+].[K+].IC. Product: [CH2:1]([N:3]([CH3:18])[C:4]1[S:5][CH:6]2[O:12][CH:11]([C:13]([OH:15])=[O:14])[CH:10]([OH:16])[CH:9]([OH:17])[CH:7]2[N:8]=1)[CH3:2]. The catalyst class is: 9.